Predict the reactants needed to synthesize the given product. From a dataset of Full USPTO retrosynthesis dataset with 1.9M reactions from patents (1976-2016). (1) Given the product [CH:1]1([C:10]2[C:18]3[C:13](=[N:14][CH:15]=[C:16]([C:19]4[CH:24]=[CH:23][C:22]([NH:25][C:26]([N:28]5[CH2:29][CH2:30][O:31][CH2:32][CH2:33]5)=[O:27])=[C:21]([C:34](=[O:38])[N:35]([CH3:36])[CH3:37])[CH:20]=4)[CH:17]=3)[NH:12][CH:11]=2)[C:9]2[C:4](=[CH:5][CH:6]=[CH:7][CH:8]=2)[CH2:3][O:2]1, predict the reactants needed to synthesize it. The reactants are: [CH:1]1([C:10]2[C:18]3[C:13](=[N:14][CH:15]=[C:16]([C:19]4[CH:24]=[CH:23][C:22]([NH:25][C:26]([N:28]5[CH2:33][CH2:32][O:31][CH2:30][CH2:29]5)=[O:27])=[C:21]([C:34](=[O:38])[N:35]([CH3:37])[CH3:36])[CH:20]=4)[CH:17]=3)[N:12](COC(=O)C(C)(C)C)[CH:11]=2)[C:9]2[C:4](=[CH:5][CH:6]=[CH:7][CH:8]=2)[CH2:3][O:2]1.[OH-].[Na+]. (2) Given the product [F:14][C:12]1([F:15])[O:11][C:10]2[CH:16]=[CH:17][C:7]([NH:6][C:4]([C:3]3[CH:18]=[CH:19][CH:20]=[CH:21][C:2]=3[NH:1][CH2:27][C:28]3[CH:33]=[CH:32][N:31]=[C:30]([C:34]([NH2:36])=[O:35])[CH:29]=3)=[O:5])=[CH:8][C:9]=2[O:13]1, predict the reactants needed to synthesize it. The reactants are: [NH2:1][C:2]1[CH:21]=[CH:20][CH:19]=[CH:18][C:3]=1[C:4]([NH:6][C:7]1[CH:17]=[CH:16][C:10]2[O:11][C:12]([F:15])([F:14])[O:13][C:9]=2[CH:8]=1)=[O:5].CS(O[CH2:27][C:28]1[CH:33]=[CH:32][N:31]=[C:30]([C:34]([NH2:36])=[O:35])[CH:29]=1)(=O)=O.[I-].[Na+].C(OCC)(=O)C.